Binary Classification. Given a miRNA mature sequence and a target amino acid sequence, predict their likelihood of interaction. From a dataset of Experimentally validated miRNA-target interactions with 360,000+ pairs, plus equal number of negative samples. (1) The miRNA is hsa-miR-26a-5p with sequence UUCAAGUAAUCCAGGAUAGGCU. The protein sequence of the target gene is MAHTFRGCSLAFMFIITWLLIKAKIDACKRGDVTVKPSHVILLGSTVNITCSLKPRQGCFHYSRRNKLILYKFDRRINFHHGHSLNSQVTGLPLGTTLFVCKLACINSDEIQICGAEIFVGVAPEQPQNLSCIQKGEQGTVACTWERGRDTHLYTEYTLQLSGPKNLTWQKQCKDIYCDYLDFGINLTPESPESNFTAKVTAVNSLGSSSSLPSTFTFLDIVRPLPPWDIRIKFQKASVSRCTLYWRDEGLVLLNRLRYRPSNSRLWNMVNVTKAKGRHDLLDLKPFTEYEFQISSKLHL.... Result: 0 (no interaction). (2) The miRNA is mmu-miR-880-3p with sequence UACUCCAUCCUCUCUGAGUAGA. The protein sequence of the target gene is MARRRRRACIALFLVLLFAFGTLMGLRTLKAPDGLPALGPGPELAPFERRPEGNPAPARAPAAPAAPPPPPPRTAAPRASLGPAEADPAPRQSLRVYSDLHAFYYSWYGSPRREGHYIHWDHVMVPHWDPKISASYPRGRHSPPDDLGSSFYPELGPYSSRDPDVLREHMTQLKEAAIGVLVLSWYPPGMADDNGEPTDDLVPAILDTAHQYNIQVAFHIQPYKGRDDITVHDNIKYIIDTYGSHGAFYRYKNSMGKSLPLFYIYDSYLTSPEAWAHLLTQNGPHSIRNTPYDGVFIALL.... Result: 0 (no interaction). (3) The miRNA is hsa-miR-509-3p with sequence UGAUUGGUACGUCUGUGGGUAG. The protein sequence of the target gene is MVKLGNNFAEKGTKQPLLEDGFDTIPLMTPLDVNQLQFPPPDKVVVKTKTEYEPDRKKGKARPPKIAEFTVSITEGVTERFKVSVLVLFALAFLTCVVFLVVYKVYKYDRACPDGFVLKNTQCIPEGLESYYTEQDSSAREKFYTVINHYNVAKQSITRSVSPWMSVLSEEKLSEQETEAAEKSA. Result: 0 (no interaction). (4) The miRNA is hsa-miR-124-3p with sequence UAAGGCACGCGGUGAAUGCCAA. The protein sequence of the target gene is MQWTSLLLLAGLFSLSQAQYEDDPHWWFHYLRSQQSTYYDPYDPYPYETYEPYPYGVDEGPAYTYGSPSPPDPRDCPQECDCPPNFPTAMYCDNRNLKYLPFVPSRMKYVYFQNNQITSIQEGVFDNATGLLWIALHGNQITSDKVGRKVFSKLRHLERLYLDHNNLTRMPGPLPRSLRELHLDHNQISRVPNNALEGLENLTALYLQHNEIQEVGSSMRGLRSLILLDLSYNHLRKVPDGLPSALEQLYMEHNNVYTVPDSYFRGAPKLLYVRLSHNSLTNNGLASNTFNSSSLLELDL.... Result: 1 (interaction). (5) The miRNA is hsa-miR-523-5p with sequence CUCUAGAGGGAAGCGCUUUCUG. The protein sequence of the target gene is MEPAPARSPRPQQDPARPQEPTMPPPETPSEGRQPSPSPSPTERAPASEEEFQFLRCQQCQAEAKCPKLLPCLHTLCSGCLEASGMQCPICQAPWPLGADTPALDNVFFESLQRRLSVYRQIVDAQAVCTRCKESADFWCFECEQLLCAKCFEAHQWFLKHEARPLAELRNQSVREFLDGTRKTNNIFCSNPNHRTPTLTSIYCRGCSKPLCCSCALLDSSHSELKCDISAEIQQRQEELDAMTQALQEQDSAFGAVHAQMHAAVGQLGRARAETEELIRERVRQVVAHVRAQERELLEA.... Result: 0 (no interaction). (6) The miRNA is mmu-miR-669c-3p with sequence UACACACACACACACAAGUAAA. The protein sequence of the target gene is MSKEPLILWLMIEFWWLYLTPVTSETVVTEVLGHRVTLPCLYSSWSHNSNSMCWGKDQCPYSGCKEALIRTDGMRVTSRKSAKYRLQGTIPRGDVSLTILNPSESDSGVYCCRIEVPGWFNDVKINVRLNLQRASTTTHRTATTTTRRTTTTSPTTTRQMTTTPAALPTTVVTTPDLTTGTPLQMTTIAVFTTANTCLSLTPSTLPEEATGLLTPEPSKEGPILTAESETVLPSDSWSSVESTSADTVLLTSKESKVWDLPSTSHVSMWKTSDSVSSPQPGASDTAVPEQNKTTKTGQMD.... Result: 0 (no interaction).